From a dataset of NCI-60 drug combinations with 297,098 pairs across 59 cell lines. Regression. Given two drug SMILES strings and cell line genomic features, predict the synergy score measuring deviation from expected non-interaction effect. Cell line: COLO 205. Synergy scores: CSS=62.1, Synergy_ZIP=-2.42, Synergy_Bliss=-9.10, Synergy_Loewe=-13.2, Synergy_HSA=-12.0. Drug 1: C1=C(C(=O)NC(=O)N1)F. Drug 2: N.N.Cl[Pt+2]Cl.